From a dataset of Full USPTO retrosynthesis dataset with 1.9M reactions from patents (1976-2016). Predict the reactants needed to synthesize the given product. (1) Given the product [C:41]([O:40][C:39]([NH:38][C:24]1[CH:25]=[CH:26][C:27]([C:7]2[CH2:12][CH2:11][N:10]([C:13]([O:15][C:16]([CH3:17])([CH3:18])[CH3:19])=[O:14])[CH2:9][CH:8]=2)=[CH:28][C:23]=1[F:22])=[O:45])([CH3:44])([CH3:42])[CH3:43], predict the reactants needed to synthesize it. The reactants are: FC(F)(F)S(O[C:7]1[CH2:12][CH2:11][N:10]([C:13]([O:15][C:16]([CH3:19])([CH3:18])[CH3:17])=[O:14])[CH2:9][CH:8]=1)(=O)=O.[F:22][C:23]1[CH:28]=[C:27](B2OC(C)(C)C(C)(C)O2)[CH:26]=[CH:25][C:24]=1[NH:38][C:39](=[O:45])[O:40][C:41]([CH3:44])([CH3:43])[CH3:42].N#N.C(=O)([O-])[O-].[Na+].[Na+]. (2) Given the product [Cl:1][C:2]1[CH:7]=[CH:6][C:5]([C@@H:8]([CH2:9][NH:10][CH3:11])[CH2:19][C:20]([N:22]2[CH2:31][CH2:30][C:29]3[CH:28]=[N:27][C:26]([NH:32][CH:33]([CH3:35])[CH3:34])=[N:25][C:24]=3[CH2:23]2)=[O:21])=[CH:4][CH:3]=1, predict the reactants needed to synthesize it. The reactants are: [Cl:1][C:2]1[CH:7]=[CH:6][C:5]([C@H:8]([CH2:19][C:20]([N:22]2[CH2:31][CH2:30][C:29]3[CH:28]=[N:27][C:26]([NH:32][CH:33]([CH3:35])[CH3:34])=[N:25][C:24]=3[CH2:23]2)=[O:21])[CH2:9][N:10](C)[C:11](=O)OC(C)(C)C)=[CH:4][CH:3]=1.Cl.O1CCOCC1. (3) Given the product [O:23]1[C:28]2[CH:29]=[CH:30][C:31]([C:2]3[C:3]4[C:12]([C:13]#[N:14])=[CH:11][NH:10][C:4]=4[N:5]=[C:6]([S:8][CH3:9])[N:7]=3)=[CH:32][C:27]=2[O:26][CH2:25][CH2:24]1, predict the reactants needed to synthesize it. The reactants are: Cl[C:2]1[C:3]2[C:12]([C:13]#[N:14])=[CH:11][N:10](COCC[Si](C)(C)C)[C:4]=2[N:5]=[C:6]([S:8][CH3:9])[N:7]=1.[O:23]1[C:28]2[CH:29]=[CH:30][C:31](B(O)O)=[CH:32][C:27]=2[O:26][CH2:25][CH2:24]1.CCCC[N+](CCCC)(CCCC)CCCC.[F-].C(N)CN. (4) Given the product [OH:36][C:37]1([C:40]([N:11]2[CH2:12][CH2:13][N:8]([C:14]([C:16]3[CH:17]=[CH:18][C:19]([C:22]4[CH:27]=[CH:26][CH:25]=[C:24]([NH:28][C:29]([CH:31]5[CH2:35][CH2:34][CH2:33][CH2:32]5)=[O:30])[CH:23]=4)=[CH:20][CH:21]=3)=[O:15])[CH2:9][CH2:10]2)=[O:41])[CH2:39][CH2:38]1, predict the reactants needed to synthesize it. The reactants are: FC(F)(F)C(O)=O.[N:8]1([C:14]([C:16]2[CH:21]=[CH:20][C:19]([C:22]3[CH:27]=[CH:26][CH:25]=[C:24]([NH:28][C:29]([CH:31]4[CH2:35][CH2:34][CH2:33][CH2:32]4)=[O:30])[CH:23]=3)=[CH:18][CH:17]=2)=[O:15])[CH2:13][CH2:12][NH:11][CH2:10][CH2:9]1.[OH:36][C:37]1([C:40](O)=[O:41])[CH2:39][CH2:38]1.N1C=CC=CC=1.CN(C(ON1N=NC2C=CC=CC1=2)=[N+](C)C)C.F[P-](F)(F)(F)(F)F.CCN(C(C)C)C(C)C.